From a dataset of Forward reaction prediction with 1.9M reactions from USPTO patents (1976-2016). Predict the product of the given reaction. (1) Given the reactants [Si]([O:8][CH2:9][CH2:10][N:11]1[C:15]2[CH:16]=[CH:17][CH:18]=[CH:19][C:14]=2[N:13]=[C:12]1[CH2:20][N:21]([CH3:36])[C:22](=[O:35])[CH2:23][N:24]1[C:28]2[CH:29]=[C:30]([Cl:33])[CH:31]=[CH:32][C:27]=2[S:26][C:25]1=[O:34])(C(C)(C)C)(C)C.[F-].C([N+](CCCC)(CCCC)CCCC)CCC, predict the reaction product. The product is: [Cl:33][C:30]1[CH:31]=[CH:32][C:27]2[S:26][C:25](=[O:34])[N:24]([CH2:23][C:22]([N:21]([CH2:20][C:12]3[N:11]([CH2:10][CH2:9][OH:8])[C:15]4[CH:16]=[CH:17][CH:18]=[CH:19][C:14]=4[N:13]=3)[CH3:36])=[O:35])[C:28]=2[CH:29]=1. (2) The product is: [C:37]([O:41][C:42]([N:44]1[CH2:47][C:46](=[CH:19][C:20]2[N:21]([CH3:36])[C:22]3[C:27]([N:28]=2)=[C:26]([N:29]2[CH2:30][CH2:31][O:32][CH2:33][CH2:34]2)[N:25]=[C:24]([Cl:35])[N:23]=3)[CH2:45]1)=[O:43])([CH3:40])([CH3:38])[CH3:39]. Given the reactants C(NC(C)C)(C)C.[Li]CCCC.COP([CH2:19][C:20]1[N:21]([CH3:36])[C:22]2[C:27]([N:28]=1)=[C:26]([N:29]1[CH2:34][CH2:33][O:32][CH2:31][CH2:30]1)[N:25]=[C:24]([Cl:35])[N:23]=2)(=O)OC.[C:37]([O:41][C:42]([N:44]1[CH2:47][C:46](=O)[CH2:45]1)=[O:43])([CH3:40])([CH3:39])[CH3:38], predict the reaction product. (3) The product is: [NH2:1][C:2]1[C:3](=[O:13])[NH:4][C:5]2[C:10]([N:11]=1)=[C:9]([O:12][C:15]1[N:20]=[CH:19][N:18]=[C:17]([C:21]3[CH:26]=[CH:25][C:24]([C:27]([F:28])([F:29])[F:30])=[CH:23][C:22]=3[NH:31][C:32]([CH:34]3[CH2:39][CH2:38][CH2:37][CH2:36][N:35]3[CH2:40][CH:41]([CH3:43])[CH3:42])=[O:33])[CH:16]=1)[CH:8]=[CH:7][CH:6]=2. Given the reactants [NH2:1][C:2]1[C:3](=[O:13])[NH:4][C:5]2[C:10]([N:11]=1)=[C:9]([OH:12])[CH:8]=[CH:7][CH:6]=2.Cl[C:15]1[N:20]=[CH:19][N:18]=[C:17]([C:21]2[CH:26]=[CH:25][C:24]([C:27]([F:30])([F:29])[F:28])=[CH:23][C:22]=2[NH:31][C:32]([CH:34]2[CH2:39][CH2:38][CH2:37][CH2:36][N:35]2[CH2:40][CH:41]([CH3:43])[CH3:42])=[O:33])[CH:16]=1.C([O-])([O-])=O.[Cs+].[Cs+], predict the reaction product. (4) Given the reactants [F:1][C:2]1[CH:7]=[CH:6][CH:5]=[C:4]([F:8])[C:3]=1[C:9]([NH:11][C:12]1[CH:16]=[CH:15][N:14]([CH2:17][C:18]2[CH:26]=[CH:25][C:21]([C:22](O)=[O:23])=[CH:20][C:19]=2[C:27]([F:30])([F:29])[F:28])[N:13]=1)=[O:10], predict the reaction product. The product is: [F:8][C:4]1[CH:5]=[CH:6][CH:7]=[C:2]([F:1])[C:3]=1[C:9]([NH:11][C:12]1[CH:16]=[CH:15][N:14]([CH2:17][C:18]2[CH:26]=[CH:25][C:21]([CH2:22][OH:23])=[CH:20][C:19]=2[C:27]([F:28])([F:30])[F:29])[N:13]=1)=[O:10]. (5) The product is: [F:33][C:34]1[C:39]([CH:2]2[CH2:3][CH2:4][CH2:5][CH2:6][N:1]2[C:7]([O:9][C:10]([CH3:13])([CH3:12])[CH3:11])=[O:8])=[CH:38][CH:37]=[CH:36][N:35]=1. Given the reactants [N:1]1([C:7]([O:9][C:10]([CH3:13])([CH3:12])[CH3:11])=[O:8])[CH2:6][CH2:5][CH2:4][CH2:3][CH2:2]1.CN(CCN(C)C)C.C([Li])(CC)C.C1CCCCC1.[F:33][C:34]1[C:39](I)=[CH:38][CH:37]=[CH:36][N:35]=1.F[B-](F)(F)F.C([PH+](C(C)(C)C)C(C)(C)C)(C)(C)C.[NH4+].[OH-], predict the reaction product. (6) The product is: [CH2:35]([N:22]([CH2:23][C:24]1[CH:33]=[CH:32][C:31]2[C:26](=[CH:27][CH:28]=[CH:29][CH:30]=2)[CH:25]=1)[C:20]([C:17]1[CH:16]=[CH:15][C:14]([C:3]2[CH:4]=[C:5]([C:8]3[O:9][C:10]([CH3:13])=[N:11][N:12]=3)[CH:6]=[CH:7][C:2]=2[CH3:1])=[CH:19][CH:18]=1)=[O:21])[CH3:36]. Given the reactants [CH3:1][C:2]1[CH:7]=[CH:6][C:5]([C:8]2[O:9][C:10]([CH3:13])=[N:11][N:12]=2)=[CH:4][C:3]=1[C:14]1[CH:19]=[CH:18][C:17]([C:20]([NH:22][CH2:23][C:24]2[CH:33]=[CH:32][C:31]3[C:26](=[CH:27][CH:28]=[CH:29][CH:30]=3)[CH:25]=2)=[O:21])=[CH:16][CH:15]=1.I[CH2:35][CH3:36], predict the reaction product. (7) Given the reactants [F:1][C:2]([F:17])([F:16])[C:3]1[CH:8]=[C:7]([C:9]([F:12])([F:11])[F:10])[CH:6]=[CH:5][C:4]=1[C:13](=O)[CH3:14].[NH:18]1[CH2:23][CH2:22][CH:21]([CH2:24][OH:25])[CH2:20][CH2:19]1.C(=O)([O-])O.[Na+], predict the reaction product. The product is: [F:1][C:2]([F:17])([F:16])[C:3]1[CH:8]=[C:7]([C:9]([F:12])([F:11])[F:10])[CH:6]=[CH:5][C:4]=1[C:13]([N:18]1[CH2:23][CH2:22][CH:21]([CH2:24][OH:25])[CH2:20][CH2:19]1)=[CH2:14].